Dataset: Reaction yield outcomes from USPTO patents with 853,638 reactions. Task: Predict the reaction yield, written as a fraction of the theoretical maximum amount of product (1.0 means a 100% yield; for example, 0.34 means a 34% yield). (1) The reactants are [Br:1][C:2]1[CH:3]=[C:4]2[NH:10][C:9]([C:11]3[CH:16]=[CH:15][N:14]=[C:13]([NH:17][C:18](=[O:20])[CH3:19])[CH:12]=3)=[C:8]([C:21]3[CH:26]=[CH:25][C:24]([O:27][CH3:28])=[CH:23][N:22]=3)[C:5]2=[N:6][CH:7]=1.CN(C=O)C.[H-].[Na+].[CH3:36][Si:37]([CH2:40][CH2:41][O:42][CH2:43]Cl)([CH3:39])[CH3:38].C1[CH2:49][O:48][CH2:47][CH2:46]1. No catalyst specified. The product is [Br:1][C:2]1[CH:3]=[C:4]2[N:10]([CH2:43][O:42][CH2:41][CH2:40][Si:37]([CH3:39])([CH3:38])[CH3:36])[C:9]([C:11]3[CH:16]=[CH:15][N:14]=[C:13]([N:17]([CH2:49][O:48][CH2:47][CH2:46][Si:37]([CH3:39])([CH3:38])[CH3:36])[C:18](=[O:20])[CH3:19])[CH:12]=3)=[C:8]([C:21]3[CH:26]=[CH:25][C:24]([O:27][CH3:28])=[CH:23][N:22]=3)[C:5]2=[N:6][CH:7]=1. The yield is 0.620. (2) The reactants are S([O:8][S:9]([C:12]([F:15])([F:14])[F:13])(=[O:11])=[O:10])(C(F)(F)F)(=O)=O.[F:16][C:17]([F:26])([F:25])[C:18]1[N:23]=[CH:22][C:21](O)=[CH:20][N:19]=1.CCN(C(C)C)C(C)C.P(=O)(O)(O)O. The catalyst is C(Cl)Cl.O. The product is [F:15][C:12]([F:13])([F:14])[S:9]([O:8][C:21]1[CH:20]=[N:19][C:18]([C:17]([F:26])([F:25])[F:16])=[N:23][CH:22]=1)(=[O:10])=[O:11]. The yield is 0.900.